Task: Predict which catalyst facilitates the given reaction.. Dataset: Catalyst prediction with 721,799 reactions and 888 catalyst types from USPTO (1) Reactant: [Cl:1][C:2]1[CH:3]=[C:4]([C:8]([O:11][Si](C(C)(C)C)(C)C)=[CH:9][CH3:10])[CH:5]=[CH:6][CH:7]=1.CS(N)(=O)=[O:21].S([O-])([O-])=O.[Na+].[Na+]. Product: [Cl:1][C:2]1[CH:3]=[C:4]([C:8](=[O:11])[C@H:9]([OH:21])[CH3:10])[CH:5]=[CH:6][CH:7]=1. The catalyst class is: 371. (2) The catalyst class is: 702. Product: [Cl:29][C:26]1[CH:25]=[CH:24][C:23]([O:22][C:19]2[CH:18]=[CH:17][C:16]([S:13]([C:6]3([C:4]([OH:5])=[O:3])[CH2:11][CH2:10][N:9]([CH3:12])[CH2:8][CH2:7]3)(=[O:14])=[O:15])=[CH:21][CH:20]=2)=[CH:28][CH:27]=1. Reactant: C([O:3][C:4]([C:6]1([S:13]([C:16]2[CH:21]=[CH:20][C:19]([O:22][C:23]3[CH:28]=[CH:27][C:26]([Cl:29])=[CH:25][CH:24]=3)=[CH:18][CH:17]=2)(=[O:15])=[O:14])[CH2:11][CH2:10][N:9]([CH3:12])[CH2:8][CH2:7]1)=[O:5])C. (3) Reactant: [F:1][C:2]([F:37])([F:36])[C:3]1[CH:4]=[C:5]([CH2:13][O:14][C@@H:15]2[CH2:21][CH2:20][C@@H:19]3[NH:22][C@@:16]2([C:30]2[CH:35]=[CH:34][CH:33]=[CH:32][CH:31]=2)[CH2:17][C@H:18]3[C:23]([O:25][C:26]([CH3:29])([CH3:28])[CH3:27])=[O:24])[CH:6]=[C:7]([C:9]([F:12])([F:11])[F:10])[CH:8]=1.C(=O)([O-])[O-].[K+].[K+].[CH2:44](Br)[CH:45]=[CH2:46].CN(C)C=O. The catalyst class is: 27. Product: [F:37][C:2]([F:36])([F:1])[C:3]1[CH:4]=[C:5]([CH2:13][O:14][C@@H:15]2[CH2:21][CH2:20][C@@H:19]3[N:22]([CH2:46][CH:45]=[CH2:44])[C@@:16]2([C:30]2[CH:31]=[CH:32][CH:33]=[CH:34][CH:35]=2)[CH2:17][C@H:18]3[C:23]([O:25][C:26]([CH3:29])([CH3:28])[CH3:27])=[O:24])[CH:6]=[C:7]([C:9]([F:10])([F:11])[F:12])[CH:8]=1. (4) Reactant: [N:1](C(OC(C)C)=O)=NC(OC(C)C)=O.[C:32]1(P([C:28]2[CH:33]=[CH:32][CH:31]=[CH:30]C=2)[C:32]2[CH:33]=[CH:28]C=[CH:30][CH:31]=2)[CH:33]=[CH:28]C=[CH:30][CH:31]=1.OC1[CH:36]=[N:37][CH:38]=[CH:39][CH:40]=1.[C:41]([O-:48])(=[O:47])/[CH:42]=[CH:43]/[C:44]([O-:46])=[O:45].[C:49]([OH:56])(=O)/[CH:50]=[CH:51]/[C:52](O)=O. Product: [C:41]([OH:48])(=[O:47])/[CH:42]=[CH:43]/[C:44]([OH:46])=[O:45].[N:37]1([C:50]2([CH2:49][O:56][C:33]3[CH:28]=[N:1][CH:30]=[CH:31][CH:32]=3)[CH2:51][CH2:52]2)[CH2:36][CH2:40][CH2:39][CH2:38]1. The catalyst class is: 7. (5) Reactant: [NH:1]1[CH2:6][CH2:5][CH:4]([CH2:7][C:8]([NH:10][C:11]2[CH:20]=[CH:19][CH:18]=[CH:17][C:12]=2[C:13]([O:15][CH3:16])=[O:14])=[O:9])[CH2:3][CH2:2]1.Cl[C:22]1[N:23]=[N+:24]([O-:32])[C:25]2[CH:31]=[CH:30][CH:29]=[CH:28][C:26]=2[N:27]=1.C(N(C(C)C)CC)(C)C. Product: [O-:32][N+:24]1[C:25]2[CH:31]=[CH:30][CH:29]=[CH:28][C:26]=2[N:27]=[C:22]([N:1]2[CH2:6][CH2:5][CH:4]([CH2:7][C:8]([NH:10][C:11]3[CH:20]=[CH:19][CH:18]=[CH:17][C:12]=3[C:13]([O:15][CH3:16])=[O:14])=[O:9])[CH2:3][CH2:2]2)[N:23]=1. The catalyst class is: 32. (6) Reactant: [CH3:1][C:2]([NH:37]C(=O)OC(C)(C)C)([CH3:36])[C:3]([NH:5][C@H:6]([CH2:27][CH2:28][O:29][C:30]1[CH:35]=[CH:34][CH:33]=[CH:32][CH:31]=1)[C:7]([N:9]1[CH2:26][CH2:25][CH2:24][C@:11]2([C:15](=[O:16])[N:14]([CH3:17])[CH2:13][C@H:12]2[C:18]2[CH:23]=[CH:22][CH:21]=[CH:20][CH:19]=2)[CH2:10]1)=[O:8])=[O:4].C(O)(C(F)(F)F)=O. Product: [NH2:37][C:2]([CH3:36])([CH3:1])[C:3]([NH:5][C@H:6]([CH2:27][CH2:28][O:29][C:30]1[CH:31]=[CH:32][CH:33]=[CH:34][CH:35]=1)[C:7]([N:9]1[CH2:26][CH2:25][CH2:24][C@:11]2([C:15](=[O:16])[N:14]([CH3:17])[CH2:13][C@H:12]2[C:18]2[CH:19]=[CH:20][CH:21]=[CH:22][CH:23]=2)[CH2:10]1)=[O:8])=[O:4]. The catalyst class is: 2.